The task is: Predict the reactants needed to synthesize the given product.. This data is from Full USPTO retrosynthesis dataset with 1.9M reactions from patents (1976-2016). (1) Given the product [Cl:2][C:3]1[CH:4]=[N:5][N:6]([C:8]2[C:22]([F:23])=[CH:21][C:11]([O:12][CH2:13][C@@H:14]3[C@@H:19]([NH:20][S:26]([CH2:25][CH3:30])(=[O:28])=[O:27])[CH2:18][CH2:17][O:16][CH2:15]3)=[C:10]([F:24])[CH:9]=2)[CH:7]=1, predict the reactants needed to synthesize it. The reactants are: Cl.[Cl:2][C:3]1[CH:4]=[N:5][N:6]([C:8]2[C:22]([F:23])=[CH:21][C:11]([O:12][CH2:13][C@@H:14]3[C@@H:19]([NH2:20])[CH2:18][CH2:17][O:16][CH2:15]3)=[C:10]([F:24])[CH:9]=2)[CH:7]=1.[CH3:25][S:26](Cl)(=[O:28])=[O:27].[CH3:30]O. (2) Given the product [CH3:1][C:2]1[N:6]=[C:5]([C:7]2[CH:12]=[CH:11][C:10]([N:13]3[CH:22]=[C:21]4[C:15]([CH2:16][CH2:17][NH:18][CH2:19][CH2:20]4)=[N:14]3)=[CH:9][CH:8]=2)[O:4][N:3]=1, predict the reactants needed to synthesize it. The reactants are: [CH3:1][C:2]1[N:6]=[C:5]([C:7]2[CH:12]=[CH:11][C:10]([N:13]3[CH:22]=[C:21]4[C:15]([CH2:16][CH2:17][N:18](C(OC(C)(C)C)=O)[CH2:19][CH2:20]4)=[N:14]3)=[CH:9][CH:8]=2)[O:4][N:3]=1.FC(F)(F)C(O)=O. (3) Given the product [C:1]([O:5][C:6](=[O:15])[C:7]1[CH:12]=[C:11]([Cl:13])[C:10]([CH3:16])=[N:9][CH:8]=1)([CH3:4])([CH3:3])[CH3:2], predict the reactants needed to synthesize it. The reactants are: [C:1]([O:5][C:6](=[O:15])[C:7]1[CH:12]=[C:11]([Cl:13])[C:10](Cl)=[N:9][CH:8]=1)([CH3:4])([CH3:3])[CH3:2].[CH3:16]N1C(=O)CCC1.C[Mg]Cl.C[Mg]Br. (4) Given the product [CH:14]1([C:12]2[NH:11][N:10]=[C:9]([NH:8][C:6]3[C:5]([N+:17]([O-:19])=[O:18])=[CH:4][N:3]=[C:2]([NH:20][C@H:21]([C:24]4[CH:29]=[CH:28][C:27]([F:30])=[CH:26][CH:25]=4)[CH2:22][OH:23])[CH:7]=3)[CH:13]=2)[CH2:16][CH2:15]1, predict the reactants needed to synthesize it. The reactants are: Cl[C:2]1[CH:7]=[C:6]([NH:8][C:9]2[CH:13]=[C:12]([CH:14]3[CH2:16][CH2:15]3)[NH:11][N:10]=2)[C:5]([N+:17]([O-:19])=[O:18])=[CH:4][N:3]=1.[NH2:20][C@H:21]([C:24]1[CH:29]=[CH:28][C:27]([F:30])=[CH:26][CH:25]=1)[CH2:22][OH:23].CCN(C(C)C)C(C)C. (5) Given the product [Cl:1][C:2]1[N:7]=[CH:6][C:5]([CH2:8][CH2:9][N:10]2[CH2:15][CH2:14][CH2:13][NH:12][C:11]2=[NH:16])=[CH:4][CH:3]=1, predict the reactants needed to synthesize it. The reactants are: [Cl:1][C:2]1[N:7]=[CH:6][C:5]([CH2:8][CH2:9][N:10]2[CH2:15][CH2:14][CH2:13][NH:12][C:11]2=[N:16][N+]([O-])=O)=[CH:4][CH:3]=1.C([O-])(=O)C.[NH4+].ClCCl.